Dataset: Reaction yield outcomes from USPTO patents with 853,638 reactions. Task: Predict the reaction yield, written as a fraction of the theoretical maximum amount of product (1.0 means a 100% yield; for example, 0.34 means a 34% yield). (1) The reactants are [F:1][C:2]1[C:7]([O:8][CH3:9])=[CH:6][CH:5]=[CH:4][C:3]=1[C:10]1[N:14]([S:15]([C:18]2[CH:19]=[N:20][CH:21]=[CH:22][CH:23]=2)(=[O:17])=[O:16])[CH:13]=[C:12]([CH2:24][N:25](C)[C:26](=O)[O:27][C:28]([CH3:31])(C)C)[CH:11]=1.[C:34]([O:37]CC)(=[O:36])[CH3:35].Cl.C[OH:42]. No catalyst specified. The product is [C:28]([OH:42])(=[O:27])/[CH:31]=[CH:35]/[C:34]([OH:37])=[O:36].[F:1][C:2]1[C:7]([O:8][CH3:9])=[CH:6][CH:5]=[CH:4][C:3]=1[C:10]1[N:14]([S:15]([C:18]2[CH:19]=[N:20][CH:21]=[CH:22][CH:23]=2)(=[O:17])=[O:16])[CH:13]=[C:12]([CH2:24][NH:25][CH3:26])[CH:11]=1. The yield is 0.630. (2) The reactants are [Br:1][C:2]1[CH:3]=[C:4]([C:11]([N:13]2[CH2:18][CH2:17][O:16][C:15]3[N:19]=[CH:20][C:21]([C:23]([F:26])([F:25])[F:24])=[CH:22][C:14]2=3)=[O:12])[CH:5]=[C:6]([Br:10])[C:7]=1[O:8]C.[Br-].[Li+].N1CCNCC1. The catalyst is CN(C)C=O. The product is [Br:1][C:2]1[CH:3]=[C:4]([C:11]([N:13]2[CH2:18][CH2:17][O:16][C:15]3[N:19]=[CH:20][C:21]([C:23]([F:24])([F:26])[F:25])=[CH:22][C:14]2=3)=[O:12])[CH:5]=[C:6]([Br:10])[C:7]=1[OH:8]. The yield is 0.860. (3) The reactants are [Br:1][C:2]1[CH:3]=[C:4]([NH:8][CH:9]=[C:10]([C:16]([O:18]CC)=O)[C:11]([O:13][CH2:14][CH3:15])=[O:12])[CH:5]=[CH:6][CH:7]=1. The catalyst is C1C=CC(C2C=CC=CC=2)=CC=1.C1C=CC(OC2C=CC=CC=2)=CC=1. The product is [Br:1][C:2]1[CH:3]=[C:4]2[C:5]([C:16](=[O:18])[C:10]([C:11]([O:13][CH2:14][CH3:15])=[O:12])=[CH:9][NH:8]2)=[CH:6][CH:7]=1. The yield is 0.693. (4) The reactants are [C:1]([C:4]1[S:5][CH:6]=[CH:7][C:8]=1[NH:9][C:10](=[O:22])[CH2:11][C:12]1[C:21]2[C:16](=[CH:17][CH:18]=[CH:19][CH:20]=2)[CH:15]=[CH:14][CH:13]=1)(=[O:3])[CH3:2].CO[C:25](OC)([N:27]([CH3:29])[CH3:28])[CH3:26]. No catalyst specified. The product is [CH3:28][N:27]([CH3:29])/[C:25](/[CH3:26])=[CH:2]/[C:1]([C:4]1[S:5][CH:6]=[CH:7][C:8]=1[NH:9][C:10](=[O:22])[CH2:11][C:12]1[C:21]2[C:16](=[CH:17][CH:18]=[CH:19][CH:20]=2)[CH:15]=[CH:14][CH:13]=1)=[O:3]. The yield is 0.580.